This data is from Forward reaction prediction with 1.9M reactions from USPTO patents (1976-2016). The task is: Predict the product of the given reaction. (1) Given the reactants C1(CCC(Cl)=O)CCCC1.[CH3:11][O:12][C:13]1[CH:14]=[C:15]2[C:20](=[CH:21][C:22]=1[O:23][CH3:24])[N:19]=[CH:18][N:17]=[C:16]2[O:25][C:26]1[CH:32]=[CH:31][C:29]([NH2:30])=[CH:28][CH:27]=1.[CH:33]1([CH2:38][CH2:39][C:40]([N:42]=[C:43]=[S:44])=[O:41])[CH2:37][CH2:36][CH2:35][CH2:34]1, predict the reaction product. The product is: [CH:33]1([CH2:38][CH2:39][C:40]([N:42]=[C:43]=[S:44])=[O:41])[CH2:34][CH2:35][CH2:36][CH2:37]1.[CH:33]1([CH2:38][CH2:39][C:40]([NH:42][C:43]([NH:30][C:29]2[CH:31]=[CH:32][C:26]([O:25][C:16]3[C:15]4[C:20](=[CH:21][C:22]([O:23][CH3:24])=[C:13]([O:12][CH3:11])[CH:14]=4)[N:19]=[CH:18][N:17]=3)=[CH:27][CH:28]=2)=[S:44])=[O:41])[CH2:34][CH2:35][CH2:36][CH2:37]1. (2) Given the reactants [Cl:1][C:2]1[CH:7]=[CH:6][C:5]([C:8]2[CH:12]([C:13]3[CH:18]=[CH:17][CH:16]=[CH:15][CH:14]=3)[CH2:11][N:10]([C:19]([NH2:21])=[NH:20])[N:9]=2)=[CH:4][CH:3]=1.[F:22][C:23]1[CH:28]=[CH:27][C:26]([S:29](Cl)(=[O:31])=[O:30])=[CH:25][CH:24]=1.C(N(CC)CC)C.[OH-].[Na+], predict the reaction product. The product is: [Cl:1][C:2]1[CH:3]=[CH:4][C:5]([C:8]2[CH:12]([C:13]3[CH:18]=[CH:17][CH:16]=[CH:15][CH:14]=3)[CH2:11][N:10]([C:19]([NH:21][S:29]([C:26]3[CH:27]=[CH:28][C:23]([F:22])=[CH:24][CH:25]=3)(=[O:31])=[O:30])=[NH:20])[N:9]=2)=[CH:6][CH:7]=1. (3) The product is: [CH2:12]([O:9][CH2:8][CH:3]1[CH2:7][CH2:6][CH2:5][CH2:4]1)[C:11]#[CH:10]. Given the reactants [H-].[Na+].[CH:3]1([CH2:8][OH:9])[CH2:7][CH2:6][CH2:5][CH2:4]1.[CH2:10](Br)[C:11]#[CH:12].C1(C)C=CC=CC=1.[Cl-].[NH4+], predict the reaction product.